This data is from Reaction yield outcomes from USPTO patents with 853,638 reactions. The task is: Predict the reaction yield, written as a fraction of the theoretical maximum amount of product (1.0 means a 100% yield; for example, 0.34 means a 34% yield). (1) The reactants are Br[C:2]1[CH:3]=[CH:4][C:5]([CH3:8])=[N:6][CH:7]=1.C([O-])(=O)C.[K+].[CH3:14][C:15]1([CH3:31])[C:19]([CH3:21])([CH3:20])[O:18][B:17]([B:17]2[O:18][C:19]([CH3:21])([CH3:20])[C:15]([CH3:31])([CH3:14])[O:16]2)[O:16]1. The catalyst is O1CCOCC1.[Pd](Cl)Cl.C1(P(C2C=CC=CC=2)[C-]2C=CC=C2)C=CC=CC=1.[C-]1(P(C2C=CC=CC=2)C2C=CC=CC=2)C=CC=C1.[Fe+2]. The product is [CH3:8][C:5]1[CH:4]=[CH:3][C:2]([B:17]2[O:18][C:19]([CH3:21])([CH3:20])[C:15]([CH3:31])([CH3:14])[O:16]2)=[CH:7][N:6]=1. The yield is 1.00. (2) The reactants are Cl.[N:2]1([CH2:7][CH2:8][N:9]2[CH:13]=[C:12]([CH:14]3[CH2:19][CH2:18][O:17][CH2:16][CH2:15]3)[N:11]=[C:10]2[CH:20]2[CH2:25][CH2:24][N:23](C(OC(C)(C)C)=O)[CH2:22][CH2:21]2)[CH2:6][CH2:5][CH2:4][CH2:3]1. The catalyst is C(O)(C)C. The product is [N:2]1([CH2:7][CH2:8][N:9]2[CH:13]=[C:12]([CH:14]3[CH2:19][CH2:18][O:17][CH2:16][CH2:15]3)[N:11]=[C:10]2[CH:20]2[CH2:21][CH2:22][NH:23][CH2:24][CH2:25]2)[CH2:3][CH2:4][CH2:5][CH2:6]1. The yield is 0.900.